Task: Regression. Given a peptide amino acid sequence and an MHC pseudo amino acid sequence, predict their binding affinity value. This is MHC class I binding data.. Dataset: Peptide-MHC class I binding affinity with 185,985 pairs from IEDB/IMGT (1) The peptide sequence is IPLTEEAEL. The MHC is HLA-B53:01 with pseudo-sequence HLA-B53:01. The binding affinity (normalized) is 0.150. (2) The binding affinity (normalized) is 0.213. The peptide sequence is FIIDNFGSV. The MHC is HLA-B15:42 with pseudo-sequence HLA-B15:42. (3) The peptide sequence is SMYQLMITI. The MHC is HLA-A03:01 with pseudo-sequence HLA-A03:01. The binding affinity (normalized) is 0.0847. (4) The peptide sequence is MQFDKVYLST. The binding affinity (normalized) is 0.604. The MHC is HLA-A02:01 with pseudo-sequence HLA-A02:01. (5) The peptide sequence is EWFRNVLSI. The MHC is HLA-A30:02 with pseudo-sequence HLA-A30:02. The binding affinity (normalized) is 0. (6) The peptide sequence is QASQEVKNW. The MHC is HLA-B15:03 with pseudo-sequence HLA-B15:03. The binding affinity (normalized) is 0. (7) The peptide sequence is WMYEGKHVL. The MHC is HLA-C07:01 with pseudo-sequence HLA-C07:01. The binding affinity (normalized) is 0.446. (8) The binding affinity (normalized) is 0.168. The MHC is Mamu-B03 with pseudo-sequence Mamu-B03. The peptide sequence is SRLVNQIIEEM. (9) The peptide sequence is TGGFFRPW. The MHC is Mamu-B52 with pseudo-sequence Mamu-B52. The binding affinity (normalized) is 0.943. (10) The peptide sequence is IVLLCYGGW. The MHC is HLA-A26:01 with pseudo-sequence HLA-A26:01. The binding affinity (normalized) is 0.0847.